From a dataset of Full USPTO retrosynthesis dataset with 1.9M reactions from patents (1976-2016). Predict the reactants needed to synthesize the given product. (1) Given the product [C:14]([C:12]1[CH:13]=[C:8]([C:4]2[CH:5]=[N:6][CH:7]=[C:2]([C:35]3[CH:34]=[CH:33][C:32]([CH2:31][N:28]4[CH2:29][CH2:30][N:25]([CH3:24])[CH2:26][CH2:27]4)=[CH:37][CH:36]=3)[CH:3]=2)[N:9]=[C:10]([C:18]2[CH:23]=[CH:22][CH:21]=[CH:20][N:19]=2)[N:11]=1)([CH3:17])([CH3:16])[CH3:15], predict the reactants needed to synthesize it. The reactants are: Br[C:2]1[CH:3]=[C:4]([C:8]2[CH:13]=[C:12]([C:14]([CH3:17])([CH3:16])[CH3:15])[N:11]=[C:10]([C:18]3[CH:23]=[CH:22][CH:21]=[CH:20][N:19]=3)[N:9]=2)[CH:5]=[N:6][CH:7]=1.[CH3:24][N:25]1[CH2:30][CH2:29][N:28]([CH2:31][C:32]2[CH:37]=[CH:36][C:35](B(O)O)=[CH:34][CH:33]=2)[CH2:27][CH2:26]1.C([O-])([O-])=O.[Na+].[Na+]. (2) Given the product [C:21]([OH:27])(=[O:31])[CH3:22].[CH3:24][N:25]([CH3:30])[S:26]([NH:23][C:19]1[CH:20]=[CH:21][CH:22]=[C:17]([C:2]2([CH3:1])[CH:3]3[CH:7]2[CH2:6][N:5]([CH2:8][CH2:9][CH2:10][C:11]2[CH:16]=[CH:15][CH:14]=[CH:13][CH:12]=2)[CH2:4]3)[CH:18]=1)(=[O:28])=[O:27], predict the reactants needed to synthesize it. The reactants are: [CH3:1][C:2]1([C:17]2[CH:18]=[C:19]([NH2:23])[CH:20]=[CH:21][CH:22]=2)[CH:7]2[CH:3]1[CH2:4][N:5]([CH2:8][CH2:9][CH2:10][C:11]1[CH:16]=[CH:15][CH:14]=[CH:13][CH:12]=1)[CH2:6]2.[CH3:24][N:25]([CH3:30])[S:26](Cl)(=[O:28])=[O:27].[OH2:31].ClCCl. (3) Given the product [Cl:1][C:2]1[C:3]([I:9])=[CH:4][C:5]([NH:14][C@H:15]2[CH2:20][CH2:19][C@H:18]([OH:21])[CH2:17][CH2:16]2)=[N:6][CH:7]=1, predict the reactants needed to synthesize it. The reactants are: [Cl:1][C:2]1[C:3]([I:9])=[CH:4][C:5](F)=[N:6][CH:7]=1.CS(C)=O.[NH2:14][C@H:15]1[CH2:20][CH2:19][C@H:18]([OH:21])[CH2:17][CH2:16]1. (4) Given the product [CH3:22][C:23]1([CH3:39])[C:27]([CH3:29])([CH3:28])[O:26][B:25]([C:11]2[CH2:10][CH2:9][N:8]([C:6]([O:5][C:2]([CH3:4])([CH3:3])[CH3:1])=[O:7])[CH2:13][CH:12]=2)[O:24]1, predict the reactants needed to synthesize it. The reactants are: [CH3:1][C:2]([O:5][C:6]([N:8]1[CH2:13][CH:12]=[C:11](OS(C(F)(F)F)(=O)=O)[CH2:10][CH2:9]1)=[O:7])([CH3:4])[CH3:3].[CH3:22][C:23]1([CH3:39])[C:27]([CH3:29])([CH3:28])[O:26][B:25]([B:25]2[O:26][C:27]([CH3:29])([CH3:28])[C:23]([CH3:39])([CH3:22])[O:24]2)[O:24]1.C(O[K])(C)=O.